Regression. Given two drug SMILES strings and cell line genomic features, predict the synergy score measuring deviation from expected non-interaction effect. From a dataset of Merck oncology drug combination screen with 23,052 pairs across 39 cell lines. (1) Drug 1: N.N.O=C(O)C1(C(=O)O)CCC1.[Pt]. Drug 2: Cc1nc(Nc2ncc(C(=O)Nc3c(C)cccc3Cl)s2)cc(N2CCN(CCO)CC2)n1. Cell line: OCUBM. Synergy scores: synergy=9.00. (2) Drug 1: CN1C(=O)C=CC2(C)C3CCC4(C)C(NC(=O)OCC(F)(F)F)CCC4C3CCC12. Drug 2: O=c1[nH]cc(F)c(=O)[nH]1. Cell line: SKMES1. Synergy scores: synergy=-7.63. (3) Drug 1: NC(=O)c1cccc2cn(-c3ccc(C4CCCNC4)cc3)nc12. Drug 2: NC1(c2ccc(-c3nc4ccn5c(=O)[nH]nc5c4cc3-c3ccccc3)cc2)CCC1. Cell line: SKOV3. Synergy scores: synergy=16.4. (4) Drug 1: O=S1(=O)NC2(CN1CC(F)(F)F)C1CCC2Cc2cc(C=CCN3CCC(C(F)(F)F)CC3)ccc2C1. Drug 2: COc1cccc2c1C(=O)c1c(O)c3c(c(O)c1C2=O)CC(O)(C(=O)CO)CC3OC1CC(N)C(O)C(C)O1. Cell line: COLO320DM. Synergy scores: synergy=-8.56.